From a dataset of TCR-epitope binding with 47,182 pairs between 192 epitopes and 23,139 TCRs. Binary Classification. Given a T-cell receptor sequence (or CDR3 region) and an epitope sequence, predict whether binding occurs between them. (1) Result: 1 (the TCR binds to the epitope). The TCR CDR3 sequence is CASSYQGENIQYF. The epitope is YVFCTVNAL. (2) The epitope is TEILPVSMTK. The TCR CDR3 sequence is CASSHTGNNQPQHF. Result: 0 (the TCR does not bind to the epitope). (3) The epitope is GLNKIVRMY. The TCR CDR3 sequence is CASSYSVVEAAAEAFF. Result: 1 (the TCR binds to the epitope). (4) The epitope is ILKEPVHGV. The TCR CDR3 sequence is CSVKPPGTSADEQYF. Result: 0 (the TCR does not bind to the epitope).